From a dataset of Full USPTO retrosynthesis dataset with 1.9M reactions from patents (1976-2016). Predict the reactants needed to synthesize the given product. (1) Given the product [CH3:9][NH:8][C:5]1[C:4]([CH3:10])=[CH:3][C:2]([B:16]2[O:20][C:19]([CH3:22])([CH3:21])[C:18]([CH3:24])([CH3:23])[O:17]2)=[CH:7][N:6]=1, predict the reactants needed to synthesize it. The reactants are: Br[C:2]1[CH:3]=[C:4]([CH3:10])[C:5]([NH:8][CH3:9])=[N:6][CH:7]=1.CC([O-])=O.[K+].[B:16]1([B:16]2[O:20][C:19]([CH3:22])([CH3:21])[C:18]([CH3:24])([CH3:23])[O:17]2)[O:20][C:19]([CH3:22])([CH3:21])[C:18]([CH3:24])([CH3:23])[O:17]1. (2) Given the product [C:1]([O:9][C:10]1([CH2:24][C:25]2[C:33]3[C:28](=[CH:29][CH:30]=[CH:31][CH:32]=3)[NH:27][CH:26]=2)[C:18]2[C:13](=[CH:14][CH:15]=[CH:16][CH:17]=2)[N:12]([CH2:20][CH2:21][CH2:22][CH3:34])[C:11]1=[O:23])(=[O:8])[C:2]1[CH:7]=[CH:6][CH:5]=[CH:4][CH:3]=1, predict the reactants needed to synthesize it. The reactants are: [C:1]([O:9][C:10]1([CH2:24][C:25]2[C:33]3[C:28](=[CH:29][CH:30]=[CH:31][CH:32]=3)[NH:27][CH:26]=2)[C:18]2[C:13](=[CH:14][CH:15]=[C:16](Cl)[CH:17]=2)[N:12]([CH2:20][CH2:21][CH3:22])[C:11]1=[O:23])(=[O:8])[C:2]1[CH:7]=[CH:6][CH:5]=[CH:4][CH:3]=1.[C:34](OC1C2C(=CC=CC=2)N(CCCC)C1=O)(=O)C1C=CC=CC=1.C(OCC1C2C(=CC=CC=2)N(C(=O)C2C=CC=CC=2)C=1)(=O)C1C=CC=CC=1. (3) Given the product [CH3:1][CH:2]([CH3:31])[CH2:3][CH:4]([C:16]1[CH:21]=[CH:20][C:19]([N:22]2[CH:26]=[C:25]([C:27]([F:29])([F:28])[F:30])[N:24]=[CH:23]2)=[CH:18][CH:17]=1)[O:5][C:6]1[CH:7]=[CH:8][C:9]([C:10]([OH:12])=[O:11])=[CH:14][CH:15]=1, predict the reactants needed to synthesize it. The reactants are: [CH3:1][CH:2]([CH3:31])[CH2:3][CH:4]([C:16]1[CH:21]=[CH:20][C:19]([N:22]2[CH:26]=[C:25]([C:27]([F:30])([F:29])[F:28])[N:24]=[CH:23]2)=[CH:18][CH:17]=1)[O:5][C:6]1[CH:15]=[CH:14][C:9]([C:10]([O:12]C)=[O:11])=[CH:8][CH:7]=1.[OH-].[Na+].Cl. (4) The reactants are: FC(F)(F)C(O)=O.[CH3:8][O:9][C:10]([C@H:12]1[CH2:17][NH:16][CH2:15][CH2:14][N:13]1[CH2:18][C:19]1[CH:24]=[CH:23][C:22]([Cl:25])=[CH:21][CH:20]=1)=[O:11].[C:26]([O:30][C:31]([NH:33][C@@H:34]([CH:38]([CH3:40])[CH3:39])[C:35](O)=[O:36])=[O:32])([CH3:29])([CH3:28])[CH3:27].CCN(C(C)C)C(C)C.CN(C(ON1N=NC2C=CC=CC1=2)=[N+](C)C)C.F[P-](F)(F)(F)(F)F. Given the product [CH3:8][O:9][C:10]([C@H:12]1[CH2:17][N:16]([C:35](=[O:36])[C@@H:34]([NH:33][C:31]([O:30][C:26]([CH3:27])([CH3:29])[CH3:28])=[O:32])[CH:38]([CH3:40])[CH3:39])[CH2:15][CH2:14][N:13]1[CH2:18][C:19]1[CH:24]=[CH:23][C:22]([Cl:25])=[CH:21][CH:20]=1)=[O:11], predict the reactants needed to synthesize it. (5) Given the product [CH3:12][C:13]1[CH:14]=[CH:15][C:16]([C:19]2([CH3:8])[CH2:20][O:21]2)=[CH:17][N:18]=1, predict the reactants needed to synthesize it. The reactants are: CS(C)=O.[H-].[Na+].[I-].[CH3:8][S+](C)C.[CH3:12][C:13]1[N:18]=[CH:17][C:16]([C:19](=[O:21])[CH3:20])=[CH:15][CH:14]=1.